The task is: Predict the reaction yield, written as a fraction of the theoretical maximum amount of product (1.0 means a 100% yield; for example, 0.34 means a 34% yield).. This data is from Reaction yield outcomes from USPTO patents with 853,638 reactions. (1) The catalyst is CCOC(C)=O. The yield is 0.900. The reactants are CCOCC.O[CH:7]([CH2:17][C:18]([CH2:21][Si](C)(C)C)=[C:19]=[CH2:20])[CH2:8][CH:9]1[CH2:15][CH2:14][CH2:13][CH2:12][CH2:11][C:10]1=[O:16].[Si](OS(C(F)(F)F)(=O)=O)(C)(C)C.O. The product is [CH2:21]=[C:18]1[C:19](=[CH2:20])[C:10]23[O:16][CH:7]([CH2:8][CH:9]2[CH2:15][CH2:14][CH2:13][CH2:12][CH2:11]3)[CH2:17]1. (2) The reactants are C(NC(C)C)(C)C.C([Li])CCC.[CH2:13]([N:19]1[C:27]2[C:22](=[CH:23][CH:24]=[CH:25][CH:26]=2)[CH:21]([C:28]2[C:36]([OH:37])=[CH:35][C:31]3[O:32][CH2:33][O:34][C:30]=3[CH:29]=2)[C:20]1=[O:38])[CH2:14][CH2:15][CH2:16][CH2:17][CH3:18].Br[CH2:40][C:41]([O:43][CH2:44][CH3:45])=[O:42]. The catalyst is C1COCC1. The product is [CH2:13]([N:19]1[C:27]2[C:22](=[CH:23][CH:24]=[CH:25][CH:26]=2)[C:21]([CH2:40][C:41]([O:43][CH2:44][CH3:45])=[O:42])([C:28]2[C:36]([OH:37])=[CH:35][C:31]3[O:32][CH2:33][O:34][C:30]=3[CH:29]=2)[C:20]1=[O:38])[CH2:14][CH2:15][CH2:16][CH2:17][CH3:18]. The yield is 0.0800. (3) The reactants are [C:1]12([CH2:11][C:12]([OH:14])=O)[CH2:10][CH:5]3[CH2:6][CH:7]([CH2:9][CH:3]([CH2:4]3)[CH2:2]1)[CH2:8]2.C(Cl)CCl.C1C=CC2N(O)N=NC=2C=1.[NH2:29][CH2:30][CH2:31][O:32][CH2:33][CH2:34][NH2:35]. The catalyst is C(Cl)Cl. The product is [C:1]12([CH2:11][C:12]([NH:29][CH2:30][CH2:31][O:32][CH2:33][CH2:34][NH2:35])=[O:14])[CH2:10][CH:5]3[CH2:4][CH:3]([CH2:9][CH:7]([CH2:6]3)[CH2:8]1)[CH2:2]2. The yield is 0.350.